The task is: Predict the product of the given reaction.. This data is from Forward reaction prediction with 1.9M reactions from USPTO patents (1976-2016). (1) Given the reactants Cl[C:2]1[C:7]([C:8]([O:10][CH2:11][CH3:12])=[O:9])=[CH:6][N:5]=[C:4]([S:13][CH3:14])[N:3]=1.[CH3:15][O:16][Na], predict the reaction product. The product is: [CH3:15][O:16][C:2]1[C:7]([C:8]([O:10][CH2:11][CH3:12])=[O:9])=[CH:6][N:5]=[C:4]([S:13][CH3:14])[N:3]=1. (2) Given the reactants [CH2:1]([NH2:19])[CH2:2][CH2:3][CH2:4][CH2:5][CH2:6][CH2:7][CH2:8][CH2:9][CH2:10][CH2:11][CH2:12][CH2:13][CH2:14][CH2:15][CH2:16][CH2:17][CH3:18].[S:20](N)([NH2:23])(=[O:22])=[O:21], predict the reaction product. The product is: [CH2:1]([NH:19][S:20]([NH2:23])(=[O:22])=[O:21])[CH2:2][CH2:3][CH2:4][CH2:5][CH2:6][CH2:7][CH2:8][CH2:9][CH2:10][CH2:11][CH2:12][CH2:13][CH2:14][CH2:15][CH2:16][CH2:17][CH3:18]. (3) Given the reactants [CH:1]([C:4]1[N:8]=[C:7]([N:9]2[CH2:14][CH2:13][C:12](=O)[CH2:11][CH2:10]2)[O:6][N:5]=1)([CH3:3])[CH3:2].[CH:16]1([NH2:19])[CH2:18][CH2:17]1, predict the reaction product. The product is: [CH:16]1([NH:19][CH:12]2[CH2:13][CH2:14][N:9]([C:7]3[O:6][N:5]=[C:4]([CH:1]([CH3:3])[CH3:2])[N:8]=3)[CH2:10][CH2:11]2)[CH2:18][CH2:17]1. (4) Given the reactants [F:1][C:2]1[CH:7]=[CH:6][C:5]([O:8][C:9](=[O:24])[N:10]([C@H:12]2[C@H:16]([C:17]3[CH:22]=[CH:21][C:20]([Cl:23])=[CH:19][CH:18]=3)[CH2:15][NH:14][CH2:13]2)[CH3:11])=[CH:4][CH:3]=1.[CH:25]1([N:28]2[CH2:33][CH2:32][CH:31]([C:34](O)=[O:35])[CH2:30][CH2:29]2)[CH2:27][CH2:26]1, predict the reaction product. The product is: [F:1][C:2]1[CH:7]=[CH:6][C:5]([O:8][C:9](=[O:24])[N:10]([C@H:12]2[C@H:16]([C:17]3[CH:22]=[CH:21][C:20]([Cl:23])=[CH:19][CH:18]=3)[CH2:15][N:14]([C:34]([CH:31]3[CH2:30][CH2:29][N:28]([CH:25]4[CH2:26][CH2:27]4)[CH2:33][CH2:32]3)=[O:35])[CH2:13]2)[CH3:11])=[CH:4][CH:3]=1. (5) Given the reactants [CH3:1][O:2][C:3]1[CH:8]=[CH:7][C:6]([CH2:9][C:10]([NH:12][C:13]2[CH:54]=[CH:53][C:16]([C:17]([N:19]([CH2:45][C:46]([O:48]C(C)(C)C)=[O:47])[CH2:20][C:21]3[CH:26]=[CH:25][C:24]([C:27]4[O:31][N:30]=[C:29]([C:32]5[CH:37]=[CH:36][C:35]([C:38]6[CH:43]=[CH:42][C:41]([CH3:44])=[CH:40][CH:39]=6)=[CH:34][CH:33]=5)[N:28]=4)=[CH:23][CH:22]=3)=[O:18])=[CH:15][CH:14]=2)=[O:11])=[C:5]([C:55]([F:58])([F:57])[F:56])[CH:4]=1.C(O)(C(F)(F)F)=O, predict the reaction product. The product is: [CH3:1][O:2][C:3]1[CH:8]=[CH:7][C:6]([CH2:9][C:10]([NH:12][C:13]2[CH:14]=[CH:15][C:16]([C:17]([N:19]([CH2:45][C:46]([OH:48])=[O:47])[CH2:20][C:21]3[CH:26]=[CH:25][C:24]([C:27]4[O:31][N:30]=[C:29]([C:32]5[CH:37]=[CH:36][C:35]([C:38]6[CH:43]=[CH:42][C:41]([CH3:44])=[CH:40][CH:39]=6)=[CH:34][CH:33]=5)[N:28]=4)=[CH:23][CH:22]=3)=[O:18])=[CH:53][CH:54]=2)=[O:11])=[C:5]([C:55]([F:58])([F:57])[F:56])[CH:4]=1. (6) Given the reactants [F:1][C:2]1[CH:11]=[C:10]([F:12])[CH:9]=[C:8]2[C:3]=1[C:4]([NH:20][C:21]1[C:26](I)=[CH:25][N:24]=[C:23]([N:28]3[CH2:33][CH2:32][O:31][CH2:30][CH2:29]3)[CH:22]=1)=[C:5]([CH3:19])[C:6]([C:13]1[CH:18]=[CH:17][CH:16]=[CH:15][N:14]=1)=[N:7]2.[CH3:34][N:35]1[CH:39]=[C:38](B2OC(C)(C)C(C)(C)O2)[CH:37]=[N:36]1.[F-].[K+], predict the reaction product. The product is: [F:1][C:2]1[CH:11]=[C:10]([F:12])[CH:9]=[C:8]2[C:3]=1[C:4]([NH:20][C:21]1[C:26]([C:38]3[CH:37]=[N:36][N:35]([CH3:34])[CH:39]=3)=[CH:25][N:24]=[C:23]([N:28]3[CH2:33][CH2:32][O:31][CH2:30][CH2:29]3)[CH:22]=1)=[C:5]([CH3:19])[C:6]([C:13]1[CH:18]=[CH:17][CH:16]=[CH:15][N:14]=1)=[N:7]2. (7) The product is: [C:1]([O:5][C:6](=[O:15])[NH:7][C:8]1[CH:9]=[CH:10][C:11]([NH:14][C:23]([NH:22][C:16]2[CH:21]=[CH:20][CH:19]=[CH:18][CH:17]=2)=[O:24])=[CH:12][CH:13]=1)([CH3:4])([CH3:2])[CH3:3]. Given the reactants [C:1]([O:5][C:6](=[O:15])[NH:7][C:8]1[CH:13]=[CH:12][C:11]([NH2:14])=[CH:10][CH:9]=1)([CH3:4])([CH3:3])[CH3:2].[C:16]1([N:22]=[C:23]=[O:24])[CH:21]=[CH:20][CH:19]=[CH:18][CH:17]=1, predict the reaction product. (8) Given the reactants COC(=O)C(NC1C=C(Cl)C=C(Cl)C=1OCC1C=CC=CC=1)=CC([O-])=O.C[O:28][C:29]([C:31]1[CH:40]=[C:39]([OH:41])[C:38]2[C:33](=[C:34]([O:46]CC3C=CC=CC=3)[CH:35]=[CH:36][C:37]=2[C:42]([F:45])([F:44])[F:43])[N:32]=1)=[O:30], predict the reaction product. The product is: [OH:41][C:39]1[C:38]2[C:33](=[C:34]([OH:46])[CH:35]=[CH:36][C:37]=2[C:42]([F:45])([F:43])[F:44])[N:32]=[C:31]([C:29]([OH:30])=[O:28])[CH:40]=1. (9) Given the reactants [Br:1][C:2]1[C:10]2[N:9]=[C:8]([N:11]3[CH2:16][CH2:15][N:14]([C:17]4[C:22]([C:23]([F:26])([F:25])[F:24])=[CH:21][CH:20]=[CH:19][N:18]=4)[CH2:13][CH2:12]3)[NH:7][C:6]=2[CH:5]=[C:4]([C:27]([F:30])([F:29])[F:28])[CH:3]=1.[CH3:31][Si:32]([CH3:39])([CH3:38])[CH2:33][CH2:34][O:35][CH2:36]Cl, predict the reaction product. The product is: [Br:1][C:2]1[C:10]2[N:9]=[C:8]([N:11]3[CH2:12][CH2:13][N:14]([C:17]4[C:22]([C:23]([F:24])([F:25])[F:26])=[CH:21][CH:20]=[CH:19][N:18]=4)[CH2:15][CH2:16]3)[N:7]([CH2:36][O:35][CH2:34][CH2:33][Si:32]([CH3:39])([CH3:38])[CH3:31])[C:6]=2[CH:5]=[C:4]([C:27]([F:30])([F:28])[F:29])[CH:3]=1.